This data is from Full USPTO retrosynthesis dataset with 1.9M reactions from patents (1976-2016). The task is: Predict the reactants needed to synthesize the given product. (1) Given the product [CH3:9][O:8][C:6]([C:5]1[CH:10]=[CH:11][C:2]([N:15]2[CH2:20][CH2:19][CH2:18][CH2:17][CH:16]2[C:21]([O:23][CH3:24])=[O:22])=[C:3]([N+:12]([O-:14])=[O:13])[CH:4]=1)=[O:7], predict the reactants needed to synthesize it. The reactants are: F[C:2]1[CH:11]=[CH:10][C:5]([C:6]([O:8][CH3:9])=[O:7])=[CH:4][C:3]=1[N+:12]([O-:14])=[O:13].[NH:15]1[CH2:20][CH2:19][CH2:18][CH2:17][CH:16]1[C:21]([O:23][CH3:24])=[O:22].C([O-])([O-])=O.[Cs+].[Cs+]. (2) Given the product [C:20]([N:24]1[C:14]2[CH2:13][CH2:12][CH:11]([C:16]([O:18][CH3:19])=[O:17])[CH2:10][C:9]=2[C:1]([C:2]2[CH:7]=[CH:6][N:5]=[CH:4][CH:3]=2)=[N:25]1)([CH3:23])([CH3:22])[CH3:21], predict the reactants needed to synthesize it. The reactants are: [C:1]([CH:9]1[C:14](=O)[CH2:13][CH2:12][CH:11]([C:16]([O:18][CH3:19])=[O:17])[CH2:10]1)(=O)[C:2]1[CH:7]=[CH:6][N:5]=[CH:4][CH:3]=1.[C:20]([NH:24][NH2:25])([CH3:23])([CH3:22])[CH3:21]. (3) The reactants are: [N:1]1[CH:6]=[CH:5][CH:4]=[C:3]([CH2:7][NH:8][C:9]([C:11]2[CH:15]=[C:14]([NH:16][C:17](=[O:27])[C:18]3[CH:23]=[C:22]([F:24])[C:21]([F:25])=[CH:20][C:19]=3[Cl:26])[NH:13][N:12]=2)=[O:10])[CH:2]=1.Cl.C(OCC)(=O)C. Given the product [ClH:26].[N:1]1[CH:6]=[CH:5][CH:4]=[C:3]([CH2:7][NH:8][C:9]([C:11]2[CH:15]=[C:14]([NH:16][C:17](=[O:27])[C:18]3[CH:23]=[C:22]([F:24])[C:21]([F:25])=[CH:20][C:19]=3[Cl:26])[NH:13][N:12]=2)=[O:10])[CH:2]=1, predict the reactants needed to synthesize it.